From a dataset of Full USPTO retrosynthesis dataset with 1.9M reactions from patents (1976-2016). Predict the reactants needed to synthesize the given product. (1) Given the product [Br:17][CH2:2][C@H:3]1[O:8][CH2:7][CH2:6][N:5]([C:9]([O:11][C:12]([CH3:15])([CH3:14])[CH3:13])=[O:10])[CH2:4]1, predict the reactants needed to synthesize it. The reactants are: O[CH2:2][C@H:3]1[O:8][CH2:7][CH2:6][N:5]([C:9]([O:11][C:12]([CH3:15])([CH3:14])[CH3:13])=[O:10])[CH2:4]1.C(Br)(Br)(Br)[Br:17].C1(P(C2C=CC=CC=2)C2C=CC=CC=2)C=CC=CC=1. (2) Given the product [CH2:1]([N:3]1[C:7]2=[N:8][C:9]([CH2:48][CH3:49])=[C:10]([CH2:19][NH:20][C:21]([C:23]3[CH:28]=[CH:27][CH:26]=[C:25]([C:29]([NH:31][CH2:32][C:33]4[CH:34]=[C:35]([C:40]5[CH:45]=[CH:44][CH:43]=[C:42]([CH2:46][N:55]6[CH2:54][C@H:53]([CH3:57])[NH:52][C@H:51]([CH3:50])[CH2:56]6)[CH:41]=5)[CH:36]=[C:37]([CH3:39])[CH:38]=4)=[O:30])[CH:24]=3)=[O:22])[C:11]([NH:12][CH:13]3[CH2:18][CH2:17][O:16][CH2:15][CH2:14]3)=[C:6]2[CH:5]=[N:4]1)[CH3:2], predict the reactants needed to synthesize it. The reactants are: [CH2:1]([N:3]1[C:7]2=[N:8][C:9]([CH2:48][CH3:49])=[C:10]([CH2:19][NH:20][C:21]([C:23]3[CH:28]=[CH:27][CH:26]=[C:25]([C:29]([NH:31][CH2:32][C:33]4[CH:34]=[C:35]([C:40]5[CH:45]=[CH:44][CH:43]=[C:42]([CH:46]=O)[CH:41]=5)[CH:36]=[C:37]([CH3:39])[CH:38]=4)=[O:30])[CH:24]=3)=[O:22])[C:11]([NH:12][CH:13]3[CH2:18][CH2:17][O:16][CH2:15][CH2:14]3)=[C:6]2[CH:5]=[N:4]1)[CH3:2].[CH3:50][CH:51]1[CH2:56][NH:55][CH2:54][CH:53]([CH3:57])[NH:52]1.CC(O)=O.[BH-](OC(C)=O)(OC(C)=O)OC(C)=O.[Na+]. (3) Given the product [NH:22]1[CH:21]=[C:20]([CH2:19][CH2:1][N:6]2[C:7](=[O:16])[C:8]3[C:9](=[CH:12][CH:13]=[CH:14][CH:15]=3)[C:10]2=[O:11])[N:24]=[CH:23]1, predict the reactants needed to synthesize it. The reactants are: [C:1]([N:6]1[C:10](=[O:11])[C:9]2=[CH:12][CH:13]=[CH:14][CH:15]=[C:8]2[C:7]1=[O:16])(OCC)=O.NC[CH2:19][C:20]1[N:24]=[CH:23][NH:22][CH:21]=1.C([O-])([O-])=O.[Na+].[Na+]. (4) Given the product [CH3:13][CH:12]([N:9]1[C:10]2[CH:11]=[C:2]([C:33]3[CH:38]=[CH:37][N:36]=[CH:35][CH:34]=3)[CH:3]=[CH:4][C:5]=2[C:6]2[NH:18][N:17]=[CH:16][C:7]=2[C:8]1=[O:15])[CH3:14], predict the reactants needed to synthesize it. The reactants are: Br[C:2]1[CH:3]=[CH:4][C:5]2[C:6]3[NH:18][N:17]=[CH:16][C:7]=3[C:8](=[O:15])[N:9]([CH:12]([CH3:14])[CH3:13])[C:10]=2[CH:11]=1.C(=O)([O-])[O-].[Cs+].[Cs+].CC1(C)C(C)(C)OB([C:33]2[CH:38]=[CH:37][N:36]=[CH:35][CH:34]=2)O1. (5) Given the product [C:24]1([C:18]2[N:19]=[C:20]([C:21]([NH2:23])=[O:22])[C:15]3[NH:14][CH:13]=[C:12]([CH:9]4[CH2:8][CH2:7][N:6]([C:37]([C:38]5[CH:43]=[CH:42][CH:41]=[CH:40][CH:39]=5)=[O:44])[CH2:11][CH2:10]4)[C:16]=3[N:17]=2)[CH:25]=[CH:26][CH:27]=[CH:28][CH:29]=1, predict the reactants needed to synthesize it. The reactants are: C(S([N:6]1[CH2:11][CH2:10][CH:9]([C:12]2[C:16]3[N:17]=[C:18]([C:24]4[CH:29]=[CH:28][CH:27]=[CH:26][CH:25]=4)[N:19]=[C:20]([C:21]([NH2:23])=[O:22])[C:15]=3[NH:14][CH:13]=2)[CH2:8][CH2:7]1)(=O)=O)C.C(N(CC)CC)C.[C:37](Cl)(=[O:44])[C:38]1[CH:43]=[CH:42][CH:41]=[CH:40][CH:39]=1. (6) Given the product [C:1]([O:5][C:6]([N:8]1[CH2:12][CH2:11][C@H:10]([O:13][Si:21]([C:17]([CH3:20])([CH3:19])[CH3:18])([CH3:23])[CH3:22])[C@@H:9]1[C:14]([OH:16])=[O:15])=[O:7])([CH3:4])([CH3:2])[CH3:3], predict the reactants needed to synthesize it. The reactants are: [C:1]([O:5][C:6]([N:8]1[CH2:12][CH2:11][C@H:10]([OH:13])[C@@H:9]1[C:14]([OH:16])=[O:15])=[O:7])([CH3:4])([CH3:3])[CH3:2].[C:17]([Si:21](Cl)([CH3:23])[CH3:22])([CH3:20])([CH3:19])[CH3:18].C(N(CC)CC)C. (7) The reactants are: [C:1]([C:4]1[C:5]([O:19][C:20](=[O:22])[CH3:21])=[C:6]([C:9]2[CH:14]=[CH:13][C:12]([C:15]([CH3:18])([CH3:17])[CH3:16])=[CH:11][CH:10]=2)[S:7][CH:8]=1)(=O)[CH3:2].[NH:23]([C:25]([C:27]1[CH:35]=[CH:34][C:30]([C:31]([OH:33])=[O:32])=[C:29]([N+:36]([O-:38])=[O:37])[CH:28]=1)=[O:26])[NH2:24].Cl.O. Given the product [C:20]([O:19][C:5]1[C:4]([C:1](=[N:24][NH:23][C:25]([C:27]2[CH:35]=[CH:34][C:30]([C:31]([OH:33])=[O:32])=[C:29]([N+:36]([O-:38])=[O:37])[CH:28]=2)=[O:26])[CH3:2])=[CH:8][S:7][C:6]=1[C:9]1[CH:14]=[CH:13][C:12]([C:15]([CH3:18])([CH3:17])[CH3:16])=[CH:11][CH:10]=1)(=[O:22])[CH3:21], predict the reactants needed to synthesize it. (8) The reactants are: [NH:1]1[CH2:6][CH2:5][O:4][CH2:3][CH2:2]1.[F:7][C:8]1[CH:13]=[C:12]([N+:14]([O-:16])=[O:15])[CH:11]=[C:10](F)[CH:9]=1.O. Given the product [F:7][C:8]1[CH:9]=[C:10]([N:1]2[CH2:6][CH2:5][O:4][CH2:3][CH2:2]2)[CH:11]=[C:12]([N+:14]([O-:16])=[O:15])[CH:13]=1, predict the reactants needed to synthesize it.